This data is from Reaction yield outcomes from USPTO patents with 853,638 reactions. The task is: Predict the reaction yield, written as a fraction of the theoretical maximum amount of product (1.0 means a 100% yield; for example, 0.34 means a 34% yield). (1) The reactants are [CH3:1][O:2][C:3]1[CH:8]=[CH:7][C:6]([NH2:9])=[CH:5][C:4]=1[C:10]1[N:11]([CH3:15])[N:12]=[CH:13][CH:14]=1.[Cl:16][C:17]1[CH:22]=[CH:21][C:20]([N:23]=[C:24]=[O:25])=[CH:19][CH:18]=1. The catalyst is C(Cl)Cl. The product is [Cl:16][C:17]1[CH:22]=[CH:21][C:20]([NH:23][C:24]([NH:9][C:6]2[CH:7]=[CH:8][C:3]([O:2][CH3:1])=[C:4]([C:10]3[N:11]([CH3:15])[N:12]=[CH:13][CH:14]=3)[CH:5]=2)=[O:25])=[CH:19][CH:18]=1. The yield is 0.810. (2) The reactants are [Br:1][C:2]1[CH:3]=[C:4]2[C:9](=[CH:10][CH:11]=1)[N:8]=[C:7](Cl)[CH:6]=[N:5]2.C([Sn](CCCC)(CCCC)[C:18]([O:20][CH2:21][CH3:22])=[CH2:19])CCC. The catalyst is O1CCOCC1.CO.Cl[Pd](Cl)([P](C1C=CC=CC=1)(C1C=CC=CC=1)C1C=CC=CC=1)[P](C1C=CC=CC=1)(C1C=CC=CC=1)C1C=CC=CC=1. The product is [Br:1][C:2]1[CH:3]=[C:4]2[C:9](=[CH:10][CH:11]=1)[N:8]=[C:7]([C:18]([O:20][CH2:21][CH3:22])=[CH2:19])[CH:6]=[N:5]2. The yield is 0.523. (3) The reactants are [Cl:1][C:2]1[CH:7]=[CH:6][C:5]([C:8]2[N:12]([C:13]3[CH:18]=[CH:17][C:16]([S:19]([NH2:22])(=[O:21])=[O:20])=[CH:15][CH:14]=3)[N:11]=[C:10](CC#N)[CH:9]=2)=[CH:4][CH:3]=1.Cl.[Li+].[OH-:28].[CH2:29]([OH:31])[CH3:30]. The catalyst is O. The product is [NH2:22][S:19]([C:16]1[CH:17]=[CH:18][C:13]([N:12]2[C:8]([C:5]3[CH:6]=[CH:7][C:2]([Cl:1])=[CH:3][CH:4]=3)=[CH:9][C:10]([CH2:30][C:29]([OH:28])=[O:31])=[N:11]2)=[CH:14][CH:15]=1)(=[O:21])=[O:20]. The yield is 0.760. (4) The reactants are [NH2:1][C:2]1[N:7]=[CH:6][N:5]=[C:4]2[N:8]([C@@H:25]3[CH2:30][CH2:29][CH2:28][N:27]([C:31](=[O:35])[CH2:32][C:33]#[N:34])[CH2:26]3)[N:9]=[C:10]([C:11]3[CH:16]=[CH:15][C:14]([O:17][C:18]4[CH:23]=[CH:22][CH:21]=[CH:20][CH:19]=4)=[CH:13][C:12]=3[F:24])[C:3]=12.[CH:36]1([CH:39]=O)[CH2:38][CH2:37]1.N1CCCCC1.ClCCl. The catalyst is CO. The product is [NH2:1][C:2]1[N:7]=[CH:6][N:5]=[C:4]2[N:8]([C@@H:25]3[CH2:30][CH2:29][CH2:28][N:27]([C:31]([C:32](=[CH:39][CH:36]4[CH2:38][CH2:37]4)[C:33]#[N:34])=[O:35])[CH2:26]3)[N:9]=[C:10]([C:11]3[CH:16]=[CH:15][C:14]([O:17][C:18]4[CH:19]=[CH:20][CH:21]=[CH:22][CH:23]=4)=[CH:13][C:12]=3[F:24])[C:3]=12. The yield is 0.240. (5) The reactants are [Br:1][C:2]1[C:3]([O:18][C:19]2[C:24]([CH3:25])=[CH:23][C:22]([C:26]#[N:27])=[CH:21][C:20]=2[CH3:28])=[N:4][C:5]([NH:9][C:10]2[CH:17]=[CH:16][C:13]([C:14]#[N:15])=[CH:12][CH:11]=2)=[N:6][C:7]=1Cl.[NH3:29].O1CCOCC1. The catalyst is O. The product is [NH2:29][C:7]1[C:2]([Br:1])=[C:3]([O:18][C:19]2[C:24]([CH3:25])=[CH:23][C:22]([C:26]#[N:27])=[CH:21][C:20]=2[CH3:28])[N:4]=[C:5]([NH:9][C:10]2[CH:17]=[CH:16][C:13]([C:14]#[N:15])=[CH:12][CH:11]=2)[N:6]=1. The yield is 0.405. (6) The reactants are O=P12OP3(OP(OP(O3)(O1)=O)(=O)O2)=O.O[C:16]([CH3:27])([CH2:18][CH2:19][CH2:20][C:21]1[CH:26]=[CH:25][CH:24]=[CH:23][CH:22]=1)[CH3:17]. The catalyst is CS(O)(=O)=O. The product is [CH3:17][C:16]1([CH3:27])[C:26]2[C:21](=[CH:22][CH:23]=[CH:24][CH:25]=2)[CH2:20][CH2:19][CH2:18]1. The yield is 0.900. (7) The reactants are C(N(C(C)C)CC)(C)C.[NH2:10][CH2:11][CH2:12][CH2:13][CH2:14][NH:15][C:16]([NH:18][C:19]1[NH:20][C:21]([CH3:26])=[CH:22][C:23](=[O:25])[N:24]=1)=[O:17].[N:27]1[C:34]([Cl:35])=[N:33][C:31](Cl)=[N:30][C:28]=1[Cl:29]. The catalyst is C(#N)C. The product is [Cl:29][C:28]1[N:27]=[C:34]([Cl:35])[N:33]=[C:31]([NH:10][CH2:11][CH2:12][CH2:13][CH2:14][NH:15][C:16]([NH:18][C:19]2[NH:20][C:21]([CH3:26])=[CH:22][C:23](=[O:25])[N:24]=2)=[O:17])[N:30]=1. The yield is 0.970.